Dataset: Reaction yield outcomes from USPTO patents with 853,638 reactions. Task: Predict the reaction yield, written as a fraction of the theoretical maximum amount of product (1.0 means a 100% yield; for example, 0.34 means a 34% yield). The reactants are [Cl:1][C:2]1[C:3]([C:8]2[CH:9]=[C:10]3[C:14](=[C:15]([O:17][C:18]4[CH:23]=[CH:22][C:21]([S:24]([CH3:27])(=[O:26])=[O:25])=[CH:20][CH:19]=4)[CH:16]=2)[N:13](COC)[N:12]=[C:11]3[NH:31][C:32]2[CH:36]=[CH:35][N:34]([CH3:37])[N:33]=2)=[N:4][CH:5]=[CH:6][CH:7]=1.Cl.C(=O)([O-])O.[Na+]. The catalyst is C(O)C. The product is [Cl:1][C:2]1[C:3]([C:8]2[CH:9]=[C:10]3[C:14](=[C:15]([O:17][C:18]4[CH:19]=[CH:20][C:21]([S:24]([CH3:27])(=[O:26])=[O:25])=[CH:22][CH:23]=4)[CH:16]=2)[NH:13][N:12]=[C:11]3[NH:31][C:32]2[CH:36]=[CH:35][N:34]([CH3:37])[N:33]=2)=[N:4][CH:5]=[CH:6][CH:7]=1. The yield is 0.200.